The task is: Regression/Classification. Given a drug SMILES string, predict its absorption, distribution, metabolism, or excretion properties. Task type varies by dataset: regression for continuous measurements (e.g., permeability, clearance, half-life) or binary classification for categorical outcomes (e.g., BBB penetration, CYP inhibition). Dataset: cyp2c9_veith.. This data is from CYP2C9 inhibition data for predicting drug metabolism from PubChem BioAssay. (1) The molecule is O=C(c1ccncc1)N1CCC[C@@]2(CCN(c3cccc(-c4ccccc4)c3)C2)C1. The result is 1 (inhibitor). (2) The drug is CNc1cc(CS(=O)c2ccccc2)nc(-c2ccccc2)n1. The result is 0 (non-inhibitor). (3) The compound is CCn1c(SCc2ccc(C)cc2)nnc1-c1cnn(-c2ccccc2)c1C(F)(F)F. The result is 1 (inhibitor). (4) The molecule is CC#CCOC(=O)C1=CCCN(C)C1.Cc1ccc(S(=O)(=O)O)cc1. The result is 0 (non-inhibitor). (5) The drug is CN(Cc1cnc2nc(N)nc(N)c2n1)c1ccc(C(=O)N[C@@H](CCC(=O)O)C(=O)O)cc1. The result is 0 (non-inhibitor). (6) The molecule is CC1=C2[C@@H]3OC(=O)[C@@H](C)[C@@H]3CC[C@]2(C)C=CC1=O. The result is 0 (non-inhibitor). (7) The drug is COc1ccc(C(=O)N2CCC3(CC2)CCN(c2ccncc2)CC3)cc1. The result is 0 (non-inhibitor).